From a dataset of Forward reaction prediction with 1.9M reactions from USPTO patents (1976-2016). Predict the product of the given reaction. (1) Given the reactants [NH2:1][C@@H:2]1[CH2:7][CH2:6][CH2:5][N:4](C(OC(C)(C)C)=O)[CH2:3]1.[Cl:15][C:16]1[CH:24]=[C:23]([Cl:25])[CH:22]=[C:21]2[C:17]=1[CH:18]=[C:19]([C:26](O)=[O:27])[NH:20]2.N, predict the reaction product. The product is: [Cl:15][C:16]1[CH:24]=[C:23]([Cl:25])[CH:22]=[C:21]2[C:17]=1[CH:18]=[C:19]([C:26]([NH:1][C@@H:2]1[CH2:7][CH2:6][CH2:5][NH:4][CH2:3]1)=[O:27])[NH:20]2. (2) Given the reactants [CH3:1][N:2]([CH3:20])[C:3]([C:5]1[N:14]([CH:15]2[CH2:19][CH2:18][CH2:17][CH2:16]2)[C:8]2[N:9]=[C:10](Cl)[N:11]=[CH:12][C:7]=2[CH:6]=1)=[O:4].C(OC([N:28]1[CH2:33][CH2:32][N:31]([C:34]2[CH:35]=[N:36][C:37]([NH2:40])=[CH:38][CH:39]=2)[CH2:30][C:29]1([CH3:42])[CH3:41])=O)(C)(C)C, predict the reaction product. The product is: [CH3:1][N:2]([CH3:20])[C:3]([C:5]1[N:14]([CH:15]2[CH2:19][CH2:18][CH2:17][CH2:16]2)[C:8]2[N:9]=[C:10]([NH:40][C:37]3[CH:38]=[CH:39][C:34]([N:31]4[CH2:32][CH2:33][NH:28][C:29]([CH3:42])([CH3:41])[CH2:30]4)=[CH:35][N:36]=3)[N:11]=[CH:12][C:7]=2[CH:6]=1)=[O:4]. (3) Given the reactants [OH-].[K+].CO.[OH:5][CH:6]([CH:12]([CH:16]([CH3:18])[CH3:17])[CH2:13][CH:14]=[CH2:15])[CH2:7][C:8]([O:10]C)=[O:9], predict the reaction product. The product is: [OH:5][CH:6]([CH:12]([CH:16]([CH3:18])[CH3:17])[CH2:13][CH:14]=[CH2:15])[CH2:7][C:8]([OH:10])=[O:9].